This data is from Full USPTO retrosynthesis dataset with 1.9M reactions from patents (1976-2016). The task is: Predict the reactants needed to synthesize the given product. (1) Given the product [Br:1][C:2]1[CH:7]=[N:6][C:5]([O:8][CH2:9][CH2:10][O:11][C:12]2[C:16]([C:17]3[CH:22]=[CH:21][C:20]([CH2:23][OH:40])=[CH:19][CH:18]=3)=[C:15]([NH:24][S:25]([C:28]3[CH:29]=[CH:30][C:31]([C:34]([CH3:35])([CH3:37])[CH3:36])=[CH:32][CH:33]=3)(=[O:26])=[O:27])[N:14]([CH3:38])[N:13]=2)=[N:4][CH:3]=1, predict the reactants needed to synthesize it. The reactants are: [Br:1][C:2]1[CH:3]=[N:4][C:5]([O:8][CH2:9][CH2:10][O:11][C:12]2[C:16]([C:17]3[CH:22]=[CH:21][C:20]([CH3:23])=[CH:19][CH:18]=3)=[C:15]([NH:24][S:25]([C:28]3[CH:33]=[CH:32][C:31]([C:34]([CH3:37])([CH3:36])[CH3:35])=[CH:30][CH:29]=3)(=[O:27])=[O:26])[N:14]([CH3:38])[N:13]=2)=[N:6][CH:7]=1.C[OH:40]. (2) Given the product [CH3:44][N:41]1[CH2:42][CH2:43][N:38]([C:36]([C:33]2[CH:34]=[CH:35][C:30]([NH:29][C:27]3[CH:26]=[N:25][CH:24]=[C:20]([C:19]4[NH:18][C:16]5=[CH:17][N:53]=[CH:52][CH:51]=[C:15]5[CH:21]=4)[N:28]=3)=[CH:31][CH:32]=2)=[O:37])[CH2:39][CH2:40]1, predict the reactants needed to synthesize it. The reactants are: B(OC(C)C)(OC(C)C)OC(C)C.[Li+].[CH3:15][CH:16]([N-:18][CH:19]([CH3:21])[CH3:20])[CH3:17].ClC1[N:28]=[C:27]([NH:29][C:30]2[CH:35]=[CH:34][C:33]([C:36]([N:38]3[CH2:43][CH2:42][N:41]([CH3:44])[CH2:40][CH2:39]3)=[O:37])=[CH:32][CH:31]=2)[CH:26]=[N:25][CH:24]=1.C([O-])([O-])=O.[K+].[K+].[CH3:51][C:52]#[N:53].O. (3) Given the product [Cl:1][C:2]1[N:7]=[C:6]([O:8][C:9]2[C:18]3[C:13](=[CH:14][CH:15]=[CH:16][CH:17]=3)[C:12]([NH:19][C:20]([NH:37][C:35]3[N:34]([C:38]4[CH:43]=[CH:42][C:41]([CH3:44])=[CH:40][CH:39]=4)[N:33]=[C:32]([CH:29]([CH3:31])[CH3:30])[CH:36]=3)=[O:28])=[CH:11][CH:10]=2)[CH:5]=[CH:4][N:3]=1, predict the reactants needed to synthesize it. The reactants are: [Cl:1][C:2]1[N:7]=[C:6]([O:8][C:9]2[C:18]3[C:13](=[CH:14][CH:15]=[CH:16][CH:17]=3)[C:12]([NH:19][C:20](=[O:28])OC3C=CC=CC=3)=[CH:11][CH:10]=2)[CH:5]=[CH:4][N:3]=1.[CH:29]([C:32]1[CH:36]=[C:35]([NH2:37])[N:34]([C:38]2[CH:43]=[CH:42][C:41]([CH3:44])=[CH:40][CH:39]=2)[N:33]=1)([CH3:31])[CH3:30]. (4) The reactants are: [F:1][C:2]1[CH:7]=[CH:6][C:5]([C:8]2[N:12]([CH2:13][C:14]([O:16][CH2:17][CH3:18])=[O:15])[N:11]=[C:10]([CH3:19])[CH:9]=2)=[CH:4][CH:3]=1.[Br:20]N1C(=O)CCC1=O. Given the product [CH2:17]([O:16][C:14](=[O:15])[CH2:13][N:12]1[C:8]([C:5]2[CH:4]=[CH:3][C:2]([F:1])=[CH:7][CH:6]=2)=[C:9]([Br:20])[C:10]([CH3:19])=[N:11]1)[CH3:18], predict the reactants needed to synthesize it.